This data is from Peptide-MHC class II binding affinity with 134,281 pairs from IEDB. The task is: Regression. Given a peptide amino acid sequence and an MHC pseudo amino acid sequence, predict their binding affinity value. This is MHC class II binding data. The peptide sequence is NTFTNLAVQLVRMMEGEGV. The MHC is DRB3_0101 with pseudo-sequence DRB3_0101. The binding affinity (normalized) is 0.0861.